Dataset: Full USPTO retrosynthesis dataset with 1.9M reactions from patents (1976-2016). Task: Predict the reactants needed to synthesize the given product. (1) Given the product [C:12]([O:11][C:9]([NH:16][CH:17]([C:19]1[C:20]([O:41][CH3:42])=[C:21]([CH:27]2[CH2:30][N:29]([C:31]([O:33][CH2:34][C:35]3[CH:40]=[CH:39][CH:38]=[CH:37][CH:36]=3)=[O:32])[CH2:28]2)[C:22]([CH3:26])=[C:23]([Cl:25])[CH:24]=1)[CH3:18])=[O:10])([CH3:13])([CH3:14])[CH3:15], predict the reactants needed to synthesize it. The reactants are: [C:12]([O:11][C:9](O[C:9]([O:11][C:12]([CH3:15])([CH3:14])[CH3:13])=[O:10])=[O:10])([CH3:15])([CH3:14])[CH3:13].[NH2:16][CH:17]([C:19]1[C:20]([O:41][CH3:42])=[C:21]([CH:27]2[CH2:30][N:29]([C:31]([O:33][CH2:34][C:35]3[CH:40]=[CH:39][CH:38]=[CH:37][CH:36]=3)=[O:32])[CH2:28]2)[C:22]([CH3:26])=[C:23]([Cl:25])[CH:24]=1)[CH3:18].CCN(C(C)C)C(C)C. (2) Given the product [Cl:28][C:29]1[C:36]([Cl:37])=[CH:35][CH:34]=[CH:33][C:30]=1[CH2:31][N:7]1[C:6]2[N:8]=[C:9]([N:11]3[CH2:12][CH2:13][O:14][CH2:15][CH2:16]3)[S:10][C:5]=2[C:4](=[O:17])[N:3]=[C:2]1[CH3:1], predict the reactants needed to synthesize it. The reactants are: [CH3:1][C:2]1[NH:7][C:6]2[N:8]=[C:9]([N:11]3[CH2:16][CH2:15][O:14][CH2:13][CH2:12]3)[S:10][C:5]=2[C:4](=[O:17])[N:3]=1.C[Si]([N-][Si](C)(C)C)(C)C.[Li+].[Cl:28][C:29]1[C:36]([Cl:37])=[CH:35][CH:34]=[CH:33][C:30]=1[CH2:31]Br. (3) Given the product [C:24]([O:28][C:29]([N:15]1[C:16]2[C:21](=[CH:20][CH:19]=[C:18]([Cl:22])[CH:17]=2)/[C:13](=[CH:12]/[C:4]2[CH:3]=[C:2]([Cl:1])[CH:11]=[CH:10][C:5]=2[O:6][CH2:7][C:8]#[N:9])/[C:14]1=[O:23])=[O:30])([CH3:27])([CH3:26])[CH3:25], predict the reactants needed to synthesize it. The reactants are: [Cl:1][C:2]1[CH:11]=[CH:10][C:5]([O:6][CH2:7][C:8]#[N:9])=[C:4](/[CH:12]=[C:13]2\[C:14](=[O:23])[NH:15][C:16]3[C:21]\2=[CH:20][CH:19]=[C:18]([Cl:22])[CH:17]=3)[CH:3]=1.[C:24]([O:28][C:29](O[C:29]([O:28][C:24]([CH3:27])([CH3:26])[CH3:25])=[O:30])=[O:30])([CH3:27])([CH3:26])[CH3:25]. (4) Given the product [Nd:5].[O:14]([CH2:21][C:22]([OH:24])=[O:23])[C:15]1[CH:20]=[CH:19][CH:18]=[CH:17][CH:16]=1, predict the reactants needed to synthesize it. The reactants are: [N+]([O-])([O-])=O.[Nd+3:5].[N+]([O-])([O-])=O.[N+]([O-])([O-])=O.[O:14]([CH2:21][C:22]([OH:24])=[O:23])[C:15]1[CH:20]=[CH:19][CH:18]=[CH:17][CH:16]=1.C(N(CC)CC)C. (5) The reactants are: [O:1]([C:8]1[CH:14]=[CH:13][CH:12]=[CH:11][C:9]=1[NH2:10])[C:2]1[CH:7]=[CH:6][CH:5]=[CH:4][CH:3]=1.[I:15][C:16]1[CH:17]=[C:18]([CH:22]=[CH:23][C:24]=1[C:25]([O:27][CH3:28])=[O:26])[C:19](O)=[O:20].F[P-](F)(F)(F)(F)F.N1(O[P+](N(C)C)(N(C)C)N(C)C)C2C=CC=CC=2N=N1.O. Given the product [I:15][C:16]1[CH:17]=[C:18]([C:19](=[O:20])[NH:10][C:9]2[CH:11]=[CH:12][CH:13]=[CH:14][C:8]=2[O:1][C:2]2[CH:3]=[CH:4][CH:5]=[CH:6][CH:7]=2)[CH:22]=[CH:23][C:24]=1[C:25]([O:27][CH3:28])=[O:26], predict the reactants needed to synthesize it. (6) Given the product [CH2:23]([N:3]([CH2:1][CH3:2])[C:4](=[O:22])[C:5]1[CH:6]=[CH:7][C:8](/[CH:11]=[CH:12]/[C:28]2[CH:29]=[C:30]([C:32]3[NH:41][C:35]4[N:36]=[CH:37][NH:38][C:39](=[O:40])[C:34]=4[CH:33]=3)[CH:31]=[CH:26][N:27]=2)=[CH:9][CH:10]=1)[CH3:24], predict the reactants needed to synthesize it. The reactants are: [CH2:1]([N:3]([CH2:23][CH3:24])[C:4](=[O:22])[C:5]1[CH:10]=[CH:9][C:8](/[CH:11]=[CH:12]/B2OC(C)(C)C(C)(C)O2)=[CH:7][CH:6]=1)[CH3:2].Cl[C:26]1[CH:31]=[C:30]([C:32]2[NH:41][C:35]3[N:36]=[CH:37][NH:38][C:39](=[O:40])[C:34]=3[CH:33]=2)[CH:29]=[CH:28][N:27]=1.C([O-])([O-])=O.[Na+].[Na+]. (7) Given the product [N:16]([CH2:2][CH2:3][CH2:4][N:5]([CH:13]1[CH2:15][CH2:14]1)[C:6](=[O:12])[O:7][C:8]([CH3:11])([CH3:10])[CH3:9])=[N+:17]=[N-:18], predict the reactants needed to synthesize it. The reactants are: Br[CH2:2][CH2:3][CH2:4][N:5]([CH:13]1[CH2:15][CH2:14]1)[C:6](=[O:12])[O:7][C:8]([CH3:11])([CH3:10])[CH3:9].[N-:16]=[N+:17]=[N-:18].[Na+].